Predict the reactants needed to synthesize the given product. From a dataset of Full USPTO retrosynthesis dataset with 1.9M reactions from patents (1976-2016). (1) Given the product [CH2:23]([N:30]1[CH2:37][CH2:36][CH:35]2[CH2:38][CH:31]1[CH2:32][CH2:33][C:34]2=[O:39])[C:24]1[CH:25]=[CH:26][CH:27]=[CH:28][CH:29]=1, predict the reactants needed to synthesize it. The reactants are: CC(OI1(OC(C)=O)(OC(C)=O)OC(=O)C2C=CC=CC1=2)=O.[CH2:23]([N:30]1[CH2:37][CH2:36][CH:35]2[CH2:38][CH:31]1[CH2:32][CH2:33][CH:34]2[OH:39])[C:24]1[CH:29]=[CH:28][CH:27]=[CH:26][CH:25]=1. (2) Given the product [C:49]([OH:54])(=[O:53])[C:50]([OH:52])=[O:51].[CH3:1][C:2]1[CH:14]=[CH:13][C:5]2[N:6]([C:7]3[CH:12]=[CH:11][CH:10]=[CH:9][N:8]=3)[C:23](/[CH:22]=[CH:21]/[C:17]3[S:16][CH:20]=[CH:19][CH:18]=3)=[N:15][C:4]=2[CH:3]=1, predict the reactants needed to synthesize it. The reactants are: [CH3:1][C:2]1[CH:14]=[CH:13][C:5]([NH:6][C:7]2[CH:12]=[CH:11][CH:10]=[CH:9][N:8]=2)=[C:4]([NH2:15])[CH:3]=1.[S:16]1[CH:20]=[CH:19][CH:18]=[C:17]1/[CH:21]=[CH:22]/[C:23](Cl)=O.N1C=CC=CC=1N1C2C=CC=CC=2N=C1/C=C/C1C=CC=CC=1.[C:49]([OH:54])(=[O:53])[C:50]([OH:52])=[O:51]. (3) Given the product [CH:5]1([O:4][C:2]([N:37]2[CH2:38][CH2:39][CH:34]([N:31]3[C:27]4=[N:28][CH:29]=[N:30][C:25]([O:24][C:23]5[CH:40]=[CH:41][C:20]([O:19][CH2:17][CH3:18])=[CH:21][C:22]=5[F:42])=[C:26]4[CH:33]=[N:32]3)[CH2:35][CH2:36]2)=[O:3])[CH2:9][CH2:8][CH2:7][CH2:6]1, predict the reactants needed to synthesize it. The reactants are: Cl[C:2]([O:4][CH:5]1[CH2:9][CH2:8][CH2:7][CH2:6]1)=[O:3].FC(F)(F)C(O)=O.[CH2:17]([O:19][C:20]1[CH:41]=[CH:40][C:23]([O:24][C:25]2[N:30]=[CH:29][N:28]=[C:27]3[N:31]([CH:34]4[CH2:39][CH2:38][NH:37][CH2:36][CH2:35]4)[N:32]=[CH:33][C:26]=23)=[C:22]([F:42])[CH:21]=1)[CH3:18].C(N(C(C)C)CC)(C)C.O.